From a dataset of NCI-60 drug combinations with 297,098 pairs across 59 cell lines. Regression. Given two drug SMILES strings and cell line genomic features, predict the synergy score measuring deviation from expected non-interaction effect. (1) Drug 1: CC(C1=C(C=CC(=C1Cl)F)Cl)OC2=C(N=CC(=C2)C3=CN(N=C3)C4CCNCC4)N. Drug 2: C1CCC(C(C1)N)N.C(=O)(C(=O)[O-])[O-].[Pt+4]. Cell line: DU-145. Synergy scores: CSS=5.21, Synergy_ZIP=0.0917, Synergy_Bliss=1.46, Synergy_Loewe=0.932, Synergy_HSA=0.677. (2) Drug 1: C1CNP(=O)(OC1)N(CCCl)CCCl. Drug 2: CN1C=C(C=N1)C2=C3N=C(C(=C(N3N=C2)N)Br)C4CCCNC4. Cell line: HCT116. Synergy scores: CSS=11.8, Synergy_ZIP=-2.19, Synergy_Bliss=-0.765, Synergy_Loewe=-13.6, Synergy_HSA=-0.293.